Dataset: Reaction yield outcomes from USPTO patents with 853,638 reactions. Task: Predict the reaction yield, written as a fraction of the theoretical maximum amount of product (1.0 means a 100% yield; for example, 0.34 means a 34% yield). (1) The reactants are [F:1][C:2]1([F:16])[O:7][C:6]2[CH:8]=[CH:9][C:10]([N+:12]([O-])=O)=[CH:11][C:5]=2[NH:4][C:3]1=[O:15]. The catalyst is CO.[Pd]. The product is [NH2:12][C:10]1[CH:9]=[CH:8][C:6]2[O:7][C:2]([F:16])([F:1])[C:3](=[O:15])[NH:4][C:5]=2[CH:11]=1. The yield is 0.660. (2) The reactants are O1CCCC1.[F:6][C:7]([F:31])([F:30])[C:8]1[CH:13]=[C:12]([C:14]([F:17])([F:16])[F:15])[CH:11]=[CH:10][C:9]=1[NH:18][C:19](=[O:29])[C:20]1[CH:25]=[CH:24][CH:23]=[C:22]([N:26]=[C:27]=[O:28])[CH:21]=1.[F:32][C:33]([F:40])([C:36]([F:39])([F:38])[F:37])[CH2:34][OH:35].C(N(CC)CC)C. The catalyst is C(OCC)(=O)C. The product is [F:6][C:7]([F:30])([F:31])[C:8]1[CH:13]=[C:12]([C:14]([F:15])([F:16])[F:17])[CH:11]=[CH:10][C:9]=1[NH:18][C:19](=[O:29])[C:20]1[CH:25]=[CH:24][CH:23]=[C:22]([NH:26][C:27]([O:35][CH2:34][C:33]([F:40])([F:32])[C:36]([F:39])([F:38])[F:37])=[O:28])[CH:21]=1. The yield is 0.700. (3) The reactants are CC1(C)C(C)(C)OB([C:9]2[CH2:14][CH2:13][N:12]([C:15]([O:17][C:18]([CH3:21])([CH3:20])[CH3:19])=[O:16])[CH2:11][CH:10]=2)O1.[Br:23][C:24]1[S:25][C:26](Br)=[N:27][N:28]=1.[O-]P([O-])([O-])=O.[K+].[K+].[K+].O1CCOCC1. The catalyst is C1C=CC([P]([Pd]([P](C2C=CC=CC=2)(C2C=CC=CC=2)C2C=CC=CC=2)([P](C2C=CC=CC=2)(C2C=CC=CC=2)C2C=CC=CC=2)[P](C2C=CC=CC=2)(C2C=CC=CC=2)C2C=CC=CC=2)(C2C=CC=CC=2)C2C=CC=CC=2)=CC=1.O. The product is [Br:23][C:24]1[S:25][C:26]([C:9]2[CH2:14][CH2:13][N:12]([C:15]([O:17][C:18]([CH3:19])([CH3:20])[CH3:21])=[O:16])[CH2:11][CH:10]=2)=[N:27][N:28]=1. The yield is 0.460. (4) The reactants are CC1(C)C(C)(C)OB([C:9]2[CH:10]=[C:11]3[CH:17]=[CH:16][NH:15][C:12]3=[N:13][CH:14]=2)O1.Br[C:20]1[CH:25]=[CH:24][C:23]([O:26][CH2:27][CH2:28][O:29][CH3:30])=[CH:22][CH:21]=1.C(=O)([O-])[O-].[K+].[K+]. The catalyst is O1CCCC1.C(OCC)(=O)C.C(=O)([O-])[O-].[Na+].[Na+].C1C=CC([P]([Pd]([P](C2C=CC=CC=2)(C2C=CC=CC=2)C2C=CC=CC=2)([P](C2C=CC=CC=2)(C2C=CC=CC=2)C2C=CC=CC=2)[P](C2C=CC=CC=2)(C2C=CC=CC=2)C2C=CC=CC=2)(C2C=CC=CC=2)C2C=CC=CC=2)=CC=1. The product is [CH3:30][O:29][CH2:28][CH2:27][O:26][C:23]1[CH:24]=[CH:25][C:20]([C:9]2[CH:10]=[C:11]3[CH:17]=[CH:16][NH:15][C:12]3=[N:13][CH:14]=2)=[CH:21][CH:22]=1. The yield is 0.670. (5) The reactants are [Cl:1][C:2]1[CH:7]=[CH:6][C:5]([C@@H:8]2[CH2:12][N:11]([C:13]3[CH:18]=[CH:17][C:16](=[O:19])[NH:15][N:14]=3)[CH2:10][C@H:9]2[C:20]([O:22][CH3:23])=[O:21])=[CH:4][CH:3]=1.[CH3:24]I. The catalyst is CN(C=O)C. The product is [Cl:1][C:2]1[CH:7]=[CH:6][C:5]([C@@H:8]2[CH2:12][N:11]([C:13]3[CH:18]=[CH:17][C:16](=[O:19])[N:15]([CH3:24])[N:14]=3)[CH2:10][C@H:9]2[C:20]([O:22][CH3:23])=[O:21])=[CH:4][CH:3]=1. The yield is 0.700.